Dataset: Reaction yield outcomes from USPTO patents with 853,638 reactions. Task: Predict the reaction yield, written as a fraction of the theoretical maximum amount of product (1.0 means a 100% yield; for example, 0.34 means a 34% yield). (1) The reactants are [CH3:1][O:2][CH2:3][CH:4]([NH:6][C:7]([C:9]1[CH:10]=[C:11]([C:16]2[CH:21]=[CH:20][C:19]([CH3:22])=[CH:18][CH:17]=2)[CH:12]=[C:13](I)[CH:14]=1)=[O:8])[CH3:5].[CH3:23][N:24]1[CH:28]=[C:27](B(O)O)[CH:26]=[N:25]1.C([O-])([O-])=O.[Cs+].[Cs+]. The catalyst is C1(C)C=CC=CC=1.C1COCC1.C1C=CC([P]([Pd]([P](C2C=CC=CC=2)(C2C=CC=CC=2)C2C=CC=CC=2)([P](C2C=CC=CC=2)(C2C=CC=CC=2)C2C=CC=CC=2)[P](C2C=CC=CC=2)(C2C=CC=CC=2)C2C=CC=CC=2)(C2C=CC=CC=2)C2C=CC=CC=2)=CC=1. The product is [CH3:1][O:2][CH2:3][CH:4]([NH:6][C:7]([C:9]1[CH:10]=[C:11]([C:16]2[CH:21]=[CH:20][C:19]([CH3:22])=[CH:18][CH:17]=2)[CH:12]=[C:13]([C:27]2[CH:26]=[N:25][N:24]([CH3:23])[CH:28]=2)[CH:14]=1)=[O:8])[CH3:5]. The yield is 0.560. (2) The product is [CH3:1][O:2][C:3]1[CH:8]=[CH:7][C:6]([C:9]2[CH:10]([C:15]3[CH:20]=[CH:19][CH:18]=[CH:17][CH:16]=3)[CH2:11][C:12](=[O:13])[NH:23][N:24]=2)=[CH:5][CH:4]=1. The catalyst is CCO. The yield is 0.990. The reactants are [CH3:1][O:2][C:3]1[CH:8]=[CH:7][C:6]([C:9](=O)[CH:10]([C:15]2[CH:20]=[CH:19][CH:18]=[CH:17][CH:16]=2)[CH2:11][C:12](O)=[O:13])=[CH:5][CH:4]=1.O.[NH2:23][NH2:24]. (3) The reactants are C(OC(=O)[NH:7][CH2:8][CH2:9][CH2:10][CH2:11][N:12]1[CH2:22][CH2:21][C:20]2[C:23]3[CH:13]1[CH2:14][C:15](=[O:28])[C:16]=3[C:17]([O:26][CH3:27])=[C:18]([O:24][CH3:25])[CH:19]=2)(C)(C)C.[ClH:30]. The catalyst is C(O)C.CCOCC. The product is [ClH:30].[ClH:30].[NH2:7][CH2:8][CH2:9][CH2:10][CH2:11][N:12]1[CH2:22][CH2:21][C:20]2[C:23]3[CH:13]1[CH2:14][C:15](=[O:28])[C:16]=3[C:17]([O:26][CH3:27])=[C:18]([O:24][CH3:25])[CH:19]=2. The yield is 0.800. (4) The reactants are ClC1C(OC2C=CN=C(Cl)C=2)=CC(F)=C([NH:8][C:9]([C:11]2[C:12](=[O:27])[N:13]([C:20]3[CH:25]=[CH:24][C:23]([F:26])=[CH:22][CH:21]=3)[CH:14]=[CH:15][C:16]=2[O:17][CH2:18][CH3:19])=[O:10])C=1.C1(C(N)=O)CC1.C([O-])([O-])=O.[Cs+].[Cs+].CC1(C)C2C(=C(P(C3C=CC=CC=3)C3C=CC=CC=3)C=CC=2)OC2C(P(C3C=CC=CC=3)C3C=CC=CC=3)=CC=CC1=2. The catalyst is C1C=CC(/C=C/C(/C=C/C2C=CC=CC=2)=O)=CC=1.C1C=CC(/C=C/C(/C=C/C2C=CC=CC=2)=O)=CC=1.C1C=CC(/C=C/C(/C=C/C2C=CC=CC=2)=O)=CC=1.[Pd].[Pd].O1CCOCC1. The product is [CH2:18]([O:17][C:16]1[CH:15]=[CH:14][N:13]([C:20]2[CH:25]=[CH:24][C:23]([F:26])=[CH:22][CH:21]=2)[C:12](=[O:27])[C:11]=1[C:9]([NH2:8])=[O:10])[CH3:19]. The yield is 0.484. (5) The reactants are [CH2:1]([O:8][C:9]1[CH:14]=[C:13]([N+:15]([O-])=O)[CH:12]=[C:11]([Br:18])[CH:10]=1)[C:2]1[CH:7]=[CH:6][CH:5]=[CH:4][CH:3]=1.[NH4+].[Cl-]. The catalyst is CCO.O.[Fe]. The product is [CH2:1]([O:8][C:9]1[CH:14]=[C:13]([CH:12]=[C:11]([Br:18])[CH:10]=1)[NH2:15])[C:2]1[CH:3]=[CH:4][CH:5]=[CH:6][CH:7]=1. The yield is 0.850. (6) The reactants are [CH3:1][O:2][C:3]1[CH:25]=[CH:24][C:6]([CH2:7][S:8][CH2:9][C:10]([N:12]2[C@@H:16]([C:17]3[CH:22]=[CH:21][CH:20]=[CH:19][CH:18]=3)[CH2:15][O:14][C:13]2=[O:23])=[O:11])=[CH:5][CH:4]=1.[F:26][C:27]1[CH:32]=[CH:31][C:30]([N:33]=[CH:34][C:35]2[CH:49]=[CH:48][C:38]([O:39][CH2:40][C:41]([O:43][C:44]([CH3:47])([CH3:46])[CH3:45])=[O:42])=[CH:37][CH:36]=2)=[CH:29][CH:28]=1.C(N(C(C)C)C(C)C)C.C(O)(C)C. The catalyst is C(Cl)Cl.Cl[Ti](Cl)(Cl)Cl.CC([O-])C.CC([O-])C.CC([O-])C.CC([O-])C.[Ti+4].O. The yield is 0.260. The product is [F:26][C:27]1[CH:28]=[CH:29][C:30]([NH:33][C@H:34]([C:35]2[CH:49]=[CH:48][C:38]([O:39][CH2:40][C:41]([O:43][C:44]([CH3:46])([CH3:47])[CH3:45])=[O:42])=[CH:37][CH:36]=2)[CH:9]([S:8][CH2:7][C:6]2[CH:5]=[CH:4][C:3]([O:2][CH3:1])=[CH:25][CH:24]=2)[C:10](=[O:11])[N:12]2[C@@H:16]([C:17]3[CH:18]=[CH:19][CH:20]=[CH:21][CH:22]=3)[CH2:15][O:14][C:13]2=[O:23])=[CH:31][CH:32]=1. (7) The reactants are [CH:1]1([N:4]([CH2:34][CH2:35]O)[C:5]([C:7]2[C:12]([O:13][CH2:14][C:15]3[CH:20]=[CH:19][CH:18]=[CH:17][CH:16]=3)=[C:11]([OH:21])[N:10]=[C:9]([CH2:22][C:23]3([C:28]4[CH:33]=[CH:32][CH:31]=[CH:30][CH:29]=4)[CH2:27][CH2:26][CH2:25][CH2:24]3)[N:8]=2)=[O:6])[CH2:3][CH2:2]1.C1(P(C2C=CC=CC=2)C2C=CC=CC=2)C=CC=CC=1.N(C(OC(C)C)=O)=NC(OC(C)C)=O. The catalyst is ClCCl. The product is [CH2:14]([O:13][C:12]1[C:11](=[O:21])[N:10]=[C:9]([CH2:22][C:23]2([C:28]3[CH:33]=[CH:32][CH:31]=[CH:30][CH:29]=3)[CH2:27][CH2:26][CH2:25][CH2:24]2)[N:8]2[CH2:35][CH2:34][N:4]([CH:1]3[CH2:2][CH2:3]3)[C:5](=[O:6])[C:7]=12)[C:15]1[CH:20]=[CH:19][CH:18]=[CH:17][CH:16]=1. The yield is 0.623.